Dataset: Full USPTO retrosynthesis dataset with 1.9M reactions from patents (1976-2016). Task: Predict the reactants needed to synthesize the given product. (1) Given the product [Br:11][C:8]1[CH:9]=[CH:10][C:2]([NH:1][C:12](=[O:21])[CH2:13][CH2:14][C:15]2[CH:20]=[CH:19][CH:18]=[CH:17][CH:16]=2)=[C:3]([CH:7]=1)[C:4]([OH:6])=[O:5], predict the reactants needed to synthesize it. The reactants are: [NH2:1][C:2]1[CH:10]=[CH:9][C:8]([Br:11])=[CH:7][C:3]=1[C:4]([OH:6])=[O:5].[C:12](Cl)(=[O:21])[CH2:13][CH2:14][C:15]1[CH:20]=[CH:19][CH:18]=[CH:17][CH:16]=1. (2) Given the product [Cl:22][C:17]1[CH:16]=[C:15]([NH:14][C:5]2[C:4]3[C:9](=[CH:10][C:11]([O:12][CH3:13])=[C:2]([NH:1][C:31](=[O:42])[CH:32]([P:34](=[O:41])([O:38][CH2:39][CH3:40])[O:35][CH2:36][CH3:37])[F:33])[CH:3]=3)[N:8]=[CH:7][N:6]=2)[CH:20]=[CH:19][C:18]=1[F:21], predict the reactants needed to synthesize it. The reactants are: [NH2:1][C:2]1[CH:3]=[C:4]2[C:9](=[CH:10][C:11]=1[O:12][CH3:13])[N:8]=[CH:7][N:6]=[C:5]2[NH:14][C:15]1[CH:20]=[CH:19][C:18]([F:21])=[C:17]([Cl:22])[CH:16]=1.C(N(CC)CC)C.Cl[C:31](=[O:42])[CH:32]([P:34](=[O:41])([O:38][CH2:39][CH3:40])[O:35][CH2:36][CH3:37])[F:33]. (3) Given the product [CH3:1][C:2]1[C:3]([N:9]2[CH2:10][CH2:11][N:12]([C:15]([C:17]3[CH:18]=[CH:19][C:20]([N:23]4[C@H:27]([CH2:28][O:29][CH3:31])[CH2:26][O:25][C:24]4=[O:30])=[N:21][CH:22]=3)=[O:16])[CH2:13][CH2:14]2)=[N:4][CH:5]=[C:6]([CH3:8])[CH:7]=1, predict the reactants needed to synthesize it. The reactants are: [CH3:1][C:2]1[C:3]([N:9]2[CH2:14][CH2:13][N:12]([C:15]([C:17]3[CH:18]=[CH:19][C:20]([N:23]4[C@H:27]([CH2:28][OH:29])[CH2:26][O:25][C:24]4=[O:30])=[N:21][CH:22]=3)=[O:16])[CH2:11][CH2:10]2)=[N:4][CH:5]=[C:6]([CH3:8])[CH:7]=1.[CH3:31]I. (4) Given the product [N:22]1[CH:23]=[CH:24][CH:25]=[CH:26][C:21]=1[C:4]#[C:3][CH2:2][CH2:1][C:5]1[CH:6]=[CH:7][C:8]([C:9]#[N:10])=[CH:11][CH:12]=1, predict the reactants needed to synthesize it. The reactants are: [CH2:1]([C:5]1[CH:12]=[CH:11][C:8]([C:9]#[N:10])=[CH:7][CH:6]=1)[CH2:2][C:3]#[CH:4].C(N(CC)CC)C.Br[C:21]1[CH:26]=[CH:25][CH:24]=[CH:23][N:22]=1.O.